Dataset: Experimentally validated miRNA-target interactions with 360,000+ pairs, plus equal number of negative samples. Task: Binary Classification. Given a miRNA mature sequence and a target amino acid sequence, predict their likelihood of interaction. (1) The miRNA is mmu-miR-466d-3p with sequence UAUACAUACACGCACACAUAG. The protein sequence of the target gene is MNVRRSLLGLTFCTCYLASHLTNKYVLSVLKFTYPTLFQGWQTFIGGLLLHMSWKLGWVELHSSPRSDVLIWLPASALFVGIIYAGSKALSRLAVPVFFILHNVAEVLTCGYQKCVWKEKTSLSKICSALFLLAAAGCLPFQDSQFDPDGYFWALIHIFCVGSYKILRKSRKPTVLSDIDQQYLNYIFSMVLLAFASHPTGDLFGALDFPFLYFYRFHGSCCASGVLGFFLMLSTVRLRSILAPGQCAAWILCAKVVTAGLSMLLFDMALTKATVGCFLLGGLGEALLVFSERRSSS. Result: 1 (interaction). (2) The protein sequence of the target gene is MALRVVRSVRALLCTLRAVPSPAAPCPPRPWQLGVGAVRTLRTGPALLSVRKFTEKHEWVTTENGIGTVGISNFAQEALGDVVYCSLPEVGTKLNKQDEFGALESVKAASELYSPLSGEVTEINEALAENPGLVNKSCYEDGWLIKMTLSNPSELDELMSEEAYEKYIKSIEE. The miRNA is hsa-miR-4741 with sequence CGGGCUGUCCGGAGGGGUCGGCU. Result: 0 (no interaction). (3) The miRNA is hsa-miR-877-3p with sequence UCCUCUUCUCCCUCCUCCCAG. The protein sequence of the target gene is MSARGPAIGIDLGTTYSCVGVFQHGKVEIIANDQGNRTTPSYVAFTDTERLIGDAAKNQVAMNPTNTIFDAKRLIGRKFEDATVQSDMKHWPFRVVSEGGKPKVQVEYKGETKTFFPEEISSMVLTKMKEIAEAYLGGKVHSAVITVPAYFNDSQRQATKDAGTITGLNVLRIINEPTAAAIAYGLDKKGCAGGEKNVLIFDLGGGTFDVSILTIEDGIFEVKSTAGDTHLGGEDFDNRMVSHLAEEFKRKHKKDIGPNKRAVRRLRTACERAKRTLSSSTQASIEIDSLYEGVDFYTSI.... Result: 1 (interaction). (4) The miRNA is hsa-miR-190a-3p with sequence CUAUAUAUCAAACAUAUUCCU. The protein sequence of the target gene is MTHGEELGSDVHQDSIVLTYLEGLLMHQAAGGSGTAVDKKSAGHNEEDQNFNISGSAFPTCQSNGPVLNTHTYQGSGMLHLKKARLLQSSEDWNAAKRKRLSDSIMNLNVKKEALLAGMVDSVPKGKQDSTLLASLLQSFSSRLQTVALSQQIRQSLKEQGYALSHDSLKVEKDLRCYGVASSHLKTLLKKSKVKDQKPDTNLPDVTKNLIRDRFAESPHHVGQSGTKVMSEPLSCAARLQAVASMVEKRASPATSPKPSVACSQLALLLSSEAHLQQYSREHALKTQNANQAASERLAA.... Result: 1 (interaction). (5) The miRNA is hsa-miR-7113-3p with sequence CCUCCCUGCCCGCCUCUCUGCAG. The protein sequence of the target gene is MESQGVPPGPYRATKLWNEVTTSFRAGMPLRKHRQHFKKYGNCFTAGEAVDWLYDLLRNNSNFGPEVTRQQTIQLLRKFLKNHVIEDIKGRWGSENVDDNNQLFRFPATSPLKTLPRRYPELRKNNIENFSKDKDSIFKLRNLSRRTPKRHGLHLSQENGEKIKHEIINEDQENAIDNRELSQEDVEEVWRYVILIYLQTILGVPSLEEVINPKQVIPQYIMYNMANTSKRGVVILQNKSDDLPHWVLSAMKCLANWPRSNDMNNPTYVGFERDVFRTIADYFLDLPEPLLTFEYYELFV.... Result: 0 (no interaction). (6) The miRNA is mmu-miR-467h with sequence AUAAGUGUGUGCAUGUAUAUGU. The protein sequence of the target gene is MSVPEPPPPDGVLTGPSDSLEAGEPTPGLSDTSPDEGLIEDFPVDDRAVEHLVGGLLSHYLPDLQRSKRALQELTQNQVVLLDTLEQEISKFKECHSMLDINALFTEAKHYHAKLVTIRKEMLLLHEKTSKLKKRALKLQQKRQREELEREQQREKEFEREKQLTAKPAKRT. Result: 0 (no interaction).